This data is from Forward reaction prediction with 1.9M reactions from USPTO patents (1976-2016). The task is: Predict the product of the given reaction. Given the reactants [N+:1]([C:4]1[CH:12]=[CH:11][C:7]([C:8]([OH:10])=O)=[CH:6][CH:5]=1)([O-:3])=[O:2].[C:13]1([NH2:20])[CH:18]=[CH:17][C:16]([NH2:19])=[CH:15][CH:14]=1.CN(C(ON1N=NC2C=CC=NC1=2)=[N+](C)C)C.F[P-](F)(F)(F)(F)F.CCN(C(C)C)C(C)C, predict the reaction product. The product is: [NH2:19][C:16]1[CH:17]=[CH:18][C:13]([NH:20][C:8](=[O:10])[C:7]2[CH:6]=[CH:5][C:4]([N+:1]([O-:3])=[O:2])=[CH:12][CH:11]=2)=[CH:14][CH:15]=1.